The task is: Predict the reactants needed to synthesize the given product.. This data is from Full USPTO retrosynthesis dataset with 1.9M reactions from patents (1976-2016). (1) Given the product [C:1]1([NH:7][C:8]2[S:9][C:10]([CH2:19][OH:20])=[C:11]([C:13]3[CH:14]=[CH:15][N:16]=[CH:17][CH:18]=3)[N:12]=2)[CH:6]=[CH:5][CH:4]=[CH:3][CH:2]=1, predict the reactants needed to synthesize it. The reactants are: [C:1]1([NH:7][C:8]2[S:9][CH:10]=[C:11]([C:13]3[CH:18]=[CH:17][N:16]=[CH:15][CH:14]=3)[N:12]=2)[CH:6]=[CH:5][CH:4]=[CH:3][CH:2]=1.[CH3:19][OH:20].C(Cl)Cl. (2) Given the product [F:1][C:2]1[CH:3]=[CH:4][CH:5]=[C:6]([S:8]([N:21]2[CH2:22][CH2:23][CH:18]([C:13]3[CH:14]=[CH:15][CH:16]=[CH:17][C:12]=3[CH3:24])[CH2:19][CH2:20]2)(=[O:10])=[O:9])[N:7]=1, predict the reactants needed to synthesize it. The reactants are: [F:1][C:2]1[N:7]=[C:6]([S:8](Cl)(=[O:10])=[O:9])[CH:5]=[CH:4][CH:3]=1.[C:12]1([CH3:24])[CH:17]=[CH:16][CH:15]=[CH:14][C:13]=1[CH:18]1[CH2:23][CH2:22][NH:21][CH2:20][CH2:19]1.